Dataset: Full USPTO retrosynthesis dataset with 1.9M reactions from patents (1976-2016). Task: Predict the reactants needed to synthesize the given product. (1) Given the product [NH2:1][C:2]1[C:7]([O:8][CH2:9][CH:10]2[CH2:11][CH2:12][N:13]([C:16]3[N:21]=[C:20]([O:22][CH2:23][C:24]4([C:27]#[N:28])[CH2:26][CH2:25]4)[N:19]=[C:18]([C:54]([NH:44][CH:42]([C:41]([F:46])([F:40])[CH3:45])[CH3:43])=[O:55])[N:17]=3)[CH2:14][CH2:15]2)=[CH:6][C:5]([C:34]2[N:35]=[CH:36][N:37]([CH3:39])[CH:38]=2)=[CH:4][N:3]=1, predict the reactants needed to synthesize it. The reactants are: [NH2:1][C:2]1[C:7]([O:8][CH2:9][CH:10]2[CH2:15][CH2:14][N:13]([C:16]3[N:21]=[C:20]([O:22][CH2:23][C:24]4([C:27]#[N:28])[CH2:26][CH2:25]4)[N:19]=[C:18](C(C#N)C#N)[N:17]=3)[CH2:12][CH2:11]2)=[CH:6][C:5]([C:34]2[N:35]=[CH:36][N:37]([CH3:39])[CH:38]=2)=[CH:4][N:3]=1.[F:40][C:41]([F:46])([CH3:45])[CH:42]([NH2:44])[CH3:43].C1C=C(Cl)C=C([C:54](OO)=[O:55])C=1. (2) Given the product [NH2:9][C:8]1[CH:7]=[CH:6][C:5]([C:12]2[O:13][CH:14]=[C:15]([C:17]([O:19][CH3:20])=[O:18])[N:16]=2)=[CH:4][C:3]=1[O:2][CH3:1], predict the reactants needed to synthesize it. The reactants are: [CH3:1][O:2][C:3]1[CH:4]=[C:5]([C:12]2[O:13][CH:14]=[C:15]([C:17]([O:19][CH3:20])=[O:18])[N:16]=2)[CH:6]=[CH:7][C:8]=1[N+:9]([O-])=O.